From a dataset of Full USPTO retrosynthesis dataset with 1.9M reactions from patents (1976-2016). Predict the reactants needed to synthesize the given product. (1) Given the product [ClH:26].[F:1][C:2]1[CH:3]=[C:4]2[C:9](=[CH:10][CH:11]=1)[N:8]=[CH:7][N:6]([C@@H:12]1[CH2:17][CH2:16][CH2:15][NH:14][CH2:13]1)[C:5]2=[O:25], predict the reactants needed to synthesize it. The reactants are: [F:1][C:2]1[CH:3]=[C:4]2[C:9](=[CH:10][CH:11]=1)[N:8]=[CH:7][N:6]([C@@H:12]1[CH2:17][CH2:16][CH2:15][N:14](C(OC(C)(C)C)=O)[CH2:13]1)[C:5]2=[O:25].[ClH:26].CO. (2) Given the product [Cl:5][C:6]1[CH:11]=[CH:10][C:9]([C:12]2[CH:17]=[CH:16][C:15]([C:25](=[O:26])[CH2:24][CH2:23][C:19]([O:21][CH3:22])=[O:20])=[CH:14][CH:13]=2)=[C:8]([F:18])[CH:7]=1, predict the reactants needed to synthesize it. The reactants are: [Cl-].[Al+3].[Cl-].[Cl-].[Cl:5][C:6]1[CH:11]=[CH:10][C:9]([C:12]2[CH:17]=[CH:16][CH:15]=[CH:14][CH:13]=2)=[C:8]([F:18])[CH:7]=1.[C:19]([CH2:23][CH2:24][C:25](Cl)=[O:26])([O:21][CH3:22])=[O:20].